This data is from Experimentally validated miRNA-target interactions with 360,000+ pairs, plus equal number of negative samples. The task is: Binary Classification. Given a miRNA mature sequence and a target amino acid sequence, predict their likelihood of interaction. (1) The miRNA is hsa-miR-5008-5p with sequence UGAGGCCCUUGGGGCACAGUGG. The protein sequence of the target gene is MNLVVYLIQLFLAALLHLSAVKAAHIPKEGGKSKNDVIPFMDVYKKSACKTRELLVDIIQEYPDEIEHTYIPSCVVLMRCAGCCNDEALECVPTETRNVTMEVLRVKQRVSQHNFQLSFTEHTKCECRPKAEVKAKKENHCEPCSERRKRLYVQDPLTCKCSCKFTQMQCKSRQLELNERTCRCEKPR. Result: 0 (no interaction). (2) The miRNA is xla-miR-1b with sequence UGGAAUGUUAAGAAGUAUGUA. The protein sequence of the target gene is MAQKHPGERGLYGAHHSGGASLRTLGPSVDPEIPSFSGLRDSAGTAPNGTRCLTEHSGPKHTQHPNPAHWLDPSHGPPGGPGPPRDAEDPDQSETSSEEESGVDQELSKENETGNQKDGNSFLSIPSACNCQGTPGIPEGPYSEGGNGSSSNFCHHCTSPALGEDELEEEYDDEESLKFPSDFSRVSSGKKPPSRRQRHRFPTKEDTREGGRRDPRSPGRHRLGRKRSQADKRKGLGLWGAEELCQLGQAGFWWLIELLVLVGEYVETCGHLIYACRQLKSSDLDLFRVWMGVWTGRLGG.... Result: 0 (no interaction). (3) The miRNA is hsa-miR-1200 with sequence CUCCUGAGCCAUUCUGAGCCUC. The protein sequence of the target gene is MGQSQSGGHGPGGGKKDDKDKKKKYEPPVPTRVGKKKKKTKGPDAASKLPLVTPHTQCRLKLLKLERIKDYLLMEEEFIRNQEQMKPLEEKQEEERSKVDDLRGTPMSVGTLEEIIDDNHAIVSTSVGSEHYVSILSFVDKDLLEPGCSVLLNHKVHAVIGVLMDDTDPLVTVMKVEKAPQETYADIGGLDNQIQEIKESVELPLTHPEYYEEMGIKPPKGVILYGPPGTGKTLLAKAVANQTSATFLRVVGSELIQKYLGDGPKLVRELFRVAEEHAPSIVFIDEIDAIGTKRYDSNSG.... Result: 1 (interaction). (4) The miRNA is hsa-miR-153-3p with sequence UUGCAUAGUCACAAAAGUGAUC. The protein sequence of the target gene is MLVHLFRVGIRGGPFPGRLLPPLRFQTFSAVRNTWRNGKTGQLHKAEGEYSDGYRSSSLLRAVAHLRSQLWAHLPRAPLAPRWSPSAWCWVGGALLGPMVLSKHPHLCLVALCEAEEAPPASSTPHVVGSRFNWKLFWQFLHPHLLVLGVAVVLALGAALVNVQIPLLLGQLVEVVAKYTRDHVGSFMTESQNLSTHLLILYGVQGLLTFGYLVLLSHVGERMAVDMRRALFSSLLRQDITFFDANKTGQLVSRLTTDVQEFKSSFKLVISQGLRSCTQVAGCLVSLSMLSTRLTLLLMV.... Result: 0 (no interaction).